This data is from Forward reaction prediction with 1.9M reactions from USPTO patents (1976-2016). The task is: Predict the product of the given reaction. (1) The product is: [F:1][C:2]([F:12])([C:6]1[CH:7]=[CH:8][CH:9]=[CH:10][CH:11]=1)[C:3]#[N:5]. Given the reactants [F:1][C:2]([F:12])([C:6]1[CH:11]=[CH:10][CH:9]=[CH:8][CH:7]=1)[C:3]([NH2:5])=O.N1C=CC=CC=1.C(OC(C(F)(F)F)=O)(C(F)(F)F)=O, predict the reaction product. (2) Given the reactants [Cl:1][C:2]1[C:7]2[S:8][C:9]3[N:10]=[C:11]4[CH2:17][CH2:16][CH2:15][CH2:14][CH2:13][N:12]4[C:18](=[O:20])[C:19]=3[C:6]=2[CH2:5][CH2:4][C:3]=1[CH:21]=[O:22].[CH2:23]([O:25][C:26](C1CCN2C(=O)C3C4CCCC(=O)C=4SC=3N=C2CC1)=[O:27])[CH3:24], predict the reaction product. The product is: [CH2:23]([O:25][C:26]([CH:15]1[CH2:14][CH2:13][N:12]2[C:18](=[O:20])[C:19]3[C:6]4[CH2:5][CH2:4][C:3]([CH:21]=[O:22])=[C:2]([Cl:1])[C:7]=4[S:8][C:9]=3[N:10]=[C:11]2[CH2:17][CH2:16]1)=[O:27])[CH3:24]. (3) Given the reactants ClC([O:4][C:5]([Cl:8])(Cl)Cl)=O.[CH3:9][O:10][C:11]1[CH:22]=[CH:21][C:14]([CH2:15][NH:16][CH2:17][CH2:18][O:19][CH3:20])=[CH:13][CH:12]=1.C(N(CC)CC)C, predict the reaction product. The product is: [CH3:9][O:10][C:11]1[CH:22]=[CH:21][C:14]([CH2:15][N:16]([CH2:17][CH2:18][O:19][CH3:20])[C:5]([Cl:8])=[O:4])=[CH:13][CH:12]=1. (4) The product is: [OH:2][CH2:1][C:3]1[S:7][C:6](=[O:8])[N:5]([CH3:9])[C:4]=1[C:10]1[CH:22]=[N:21][C:20]2[C:19]3[CH:18]=[CH:17][C:16]([C:23]([O:25][CH3:26])=[O:24])=[CH:15][C:14]=3[N:13]([CH:27]([C:34]3[CH:39]=[CH:38][CH:37]=[CH:36][CH:35]=3)[CH:28]3[CH2:29][CH2:30][O:31][CH2:32][CH2:33]3)[C:12]=2[CH:11]=1. Given the reactants [CH:1]([C:3]1[S:7][C:6](=[O:8])[N:5]([CH3:9])[C:4]=1[C:10]1[CH:22]=[N:21][C:20]2[C:19]3[CH:18]=[CH:17][C:16]([C:23]([O:25][CH3:26])=[O:24])=[CH:15][C:14]=3[N:13]([CH:27]([C:34]3[CH:39]=[CH:38][CH:37]=[CH:36][CH:35]=3)[CH:28]3[CH2:33][CH2:32][O:31][CH2:30][CH2:29]3)[C:12]=2[CH:11]=1)=[O:2].[BH4-].[Na+], predict the reaction product. (5) Given the reactants [CH3:1][S:2](Cl)(=[O:4])=[O:3].[Cl:6][C:7]1[CH:8]=[C:9]2[C:14](=[CH:15][CH:16]=1)[CH:13]=[C:12]([S:17]([CH2:20][CH2:21][C:22]([N:24]1[CH2:29][CH2:28][CH:27]([NH:30][CH2:31][C:32]3[N:33]=[CH:34][N:35](C(C4C=CC=CC=4)(C4C=CC=CC=4)C4C=CC=CC=4)[CH:36]=3)[CH2:26][CH2:25]1)=[O:23])(=[O:19])=[O:18])[CH:11]=[CH:10]2.C(N(CC)CC)C, predict the reaction product. The product is: [Cl:6][C:7]1[CH:8]=[C:9]2[C:14](=[CH:15][CH:16]=1)[CH:13]=[C:12]([S:17]([CH2:20][CH2:21][C:22]([N:24]1[CH2:29][CH2:28][CH:27]([N:30]([CH2:31][C:32]3[N:33]=[CH:34][NH:35][CH:36]=3)[S:2]([CH3:1])(=[O:4])=[O:3])[CH2:26][CH2:25]1)=[O:23])(=[O:19])=[O:18])[CH:11]=[CH:10]2.